From a dataset of Forward reaction prediction with 1.9M reactions from USPTO patents (1976-2016). Predict the product of the given reaction. (1) Given the reactants [Br:1][C:2]1[CH:3]=[C:4]([NH:10][C:11]2[CH:15]=[C:14]([CH3:16])[NH:13][N:12]=2)[C:5](=[O:9])[N:6]([CH3:8])[CH:7]=1.[H-].[Na+].[CH3:19]I.O, predict the reaction product. The product is: [Br:1][C:2]1[CH:3]=[C:4]([NH:10][C:11]2[CH:15]=[C:14]([CH3:16])[N:13]([CH3:19])[N:12]=2)[C:5](=[O:9])[N:6]([CH3:8])[CH:7]=1. (2) The product is: [Br:1][C:2]1[CH:10]=[C:9]([F:11])[CH:8]=[C:7]2[C:3]=1[CH:4]=[CH:5][N:6]2[C:23]1[CH:24]=[CH:25][C:20]([O:19][CH2:12][C:13]2[CH:18]=[CH:17][CH:16]=[CH:15][CH:14]=2)=[CH:21][CH:22]=1. Given the reactants [Br:1][C:2]1[CH:10]=[C:9]([F:11])[CH:8]=[C:7]2[C:3]=1[CH:4]=[CH:5][NH:6]2.[CH2:12]([O:19][C:20]1[CH:25]=[CH:24][C:23](B(O)O)=[CH:22][CH:21]=1)[C:13]1[CH:18]=[CH:17][CH:16]=[CH:15][CH:14]=1.C(N(CC)CC)C, predict the reaction product. (3) Given the reactants BrC1C=CC2SC(CCC[S:13][C:14]3[CH:19]=[CH:18][C:17]([O:20][CH2:21][C:22]([O:24][CH2:25][CH3:26])=[O:23])=[C:16]([CH3:27])[CH:15]=3)=C(C)C=2C=1.Br[CH2:31][CH2:32][CH:33]([C:38]1[S:39][C:40]2[CH:46]=[C:45]([C:47]([F:50])([F:49])[F:48])[CH:44]=[CH:43][C:41]=2[CH:42]=1)[CH2:34][CH2:35][CH2:36][CH3:37], predict the reaction product. The product is: [CH3:27][C:16]1[CH:15]=[C:14]([S:13][CH2:31][CH2:32][CH:33]([C:38]2[S:39][C:40]3[CH:46]=[C:45]([C:47]([F:50])([F:49])[F:48])[CH:44]=[CH:43][C:41]=3[CH:42]=2)[CH2:34][CH2:35][CH2:36][CH3:37])[CH:19]=[CH:18][C:17]=1[O:20][CH2:21][C:22]([O:24][CH2:25][CH3:26])=[O:23]. (4) Given the reactants [CH3:1][O:2][C:3]1[CH:8]=[CH:7][C:6]([N:9]([CH2:13][CH2:14][C:15]2[CH:20]=[CH:19][CH:18]=[C:17]([O:21][CH3:22])[CH:16]=2)[C:10](=O)[CH3:11])=[CH:5][CH:4]=1.[I-].[K+], predict the reaction product. The product is: [CH3:22][O:21][C:17]1[CH:16]=[C:15]2[C:20](=[CH:19][CH:18]=1)[CH:10]([CH3:11])[N:9]([C:6]1[CH:7]=[CH:8][C:3]([O:2][CH3:1])=[CH:4][CH:5]=1)[CH2:13][CH2:14]2. (5) The product is: [CH:64]1([CH2:70][C@@H:71]([C:73]([O:75][CH3:76])=[O:74])[NH:72][C:14]([C:12]2[S:13][C:9]([C:6]3[CH:7]=[CH:8][C:3]([O:2][CH3:1])=[CH:4][CH:5]=3)=[CH:10][C:11]=2[NH:17][C:18]([NH:20][C:21]2[C:22]([CH3:29])=[CH:23][C:24]([CH3:28])=[CH:25][C:26]=2[CH3:27])=[O:19])=[O:15])[CH2:69][CH2:68][CH2:67][CH2:66][CH2:65]1. Given the reactants [CH3:1][O:2][C:3]1[CH:8]=[CH:7][C:6]([C:9]2[S:13][C:12]([C:14](O)=[O:15])=[C:11]([NH:17][C:18]([NH:20][C:21]3[C:26]([CH3:27])=[CH:25][C:24]([CH3:28])=[CH:23][C:22]=3[CH3:29])=[O:19])[CH:10]=2)=[CH:5][CH:4]=1.CN(C(ON1N=NC2C=CC=NC1=2)=[N+](C)C)C.F[P-](F)(F)(F)(F)F.CCN(C(C)C)C(C)C.Cl.[CH:64]1([CH2:70][C@@H:71]([C:73]([O:75][CH3:76])=[O:74])[NH2:72])[CH2:69][CH2:68][CH2:67][CH2:66][CH2:65]1, predict the reaction product. (6) Given the reactants [NH2:1][C:2]1[CH:3]=[C:4]([C:8]#[C:9][C:10]2[CH:11]=[C:12]([S:19]([NH:22][C:23]([CH3:26])([CH3:25])[CH3:24])(=[O:21])=[O:20])[CH:13]=[C:14]([N+:16]([O-:18])=[O:17])[CH:15]=2)[CH:5]=[CH:6][CH:7]=1.[C:27]([O:31][C:32](O[C:32]([O:31][C:27]([CH3:30])([CH3:29])[CH3:28])=[O:33])=[O:33])([CH3:30])([CH3:29])[CH3:28].C(N(CC)C(C)C)(C)C, predict the reaction product. The product is: [C:23]([NH:22][S:19]([C:12]1[CH:11]=[C:10]([C:9]#[C:8][C:4]2[CH:3]=[C:2]([NH:1][C:32](=[O:33])[O:31][C:27]([CH3:30])([CH3:29])[CH3:28])[CH:7]=[CH:6][CH:5]=2)[CH:15]=[C:14]([N+:16]([O-:18])=[O:17])[CH:13]=1)(=[O:20])=[O:21])([CH3:26])([CH3:25])[CH3:24]. (7) Given the reactants [F:1][C:2]1[CH:7]=[CH:6][C:5]([N:8]2[C:16]3[C:11](=[CH:12][C:13]([NH:17]/[C:18](/[C:26]([F:29])([F:28])[F:27])=[CH:19]/[C:20]4[CH:25]=[CH:24][CH:23]=[CH:22][CH:21]=4)=[CH:14][CH:15]=3)[CH:10]=[N:9]2)=[CH:4][CH:3]=1.[H-].[Al+3].[Li+].[H-].[H-].[H-], predict the reaction product. The product is: [CH2:19]([CH:18]([NH:17][C:13]1[CH:12]=[C:11]2[C:16](=[CH:15][CH:14]=1)[N:8]([C:5]1[CH:4]=[CH:3][C:2]([F:1])=[CH:7][CH:6]=1)[N:9]=[CH:10]2)[C:26]([F:29])([F:27])[F:28])[C:20]1[CH:21]=[CH:22][CH:23]=[CH:24][CH:25]=1. (8) Given the reactants [O:1]1[CH2:6][CH2:5][CH:4]([C:7]2[S:11][C:10]([NH2:12])=[N:9][CH:8]=2)[CH2:3][CH2:2]1.[CH3:13][O:14][CH2:15][CH2:16][Br:17], predict the reaction product. The product is: [BrH:17].[CH3:13][O:14][CH2:15][CH2:16][N:9]1[CH:8]=[C:7]([CH:4]2[CH2:3][CH2:2][O:1][CH2:6][CH2:5]2)[S:11][C:10]1=[NH:12].